Dataset: Forward reaction prediction with 1.9M reactions from USPTO patents (1976-2016). Task: Predict the product of the given reaction. The product is: [Cl:17][C:18]1[CH:23]=[CH:22][C:21]([S:24]([NH:5][C:4]2[CH:6]=[C:7]([CH3:9])[CH:8]=[C:2]([CH3:1])[CH:3]=2)(=[O:26])=[O:25])=[CH:20][CH:19]=1. Given the reactants [CH3:1][C:2]1[CH:3]=[C:4]([CH:6]=[C:7]([CH3:9])[CH:8]=1)[NH2:5].C(N(CC)CC)C.[Cl:17][C:18]1[CH:23]=[CH:22][C:21]([S:24](Cl)(=[O:26])=[O:25])=[CH:20][CH:19]=1, predict the reaction product.